This data is from Forward reaction prediction with 1.9M reactions from USPTO patents (1976-2016). The task is: Predict the product of the given reaction. (1) Given the reactants S(O[C@H:12]1[CH2:16][N:15]([C:17]([O:19][CH2:20][C:21]2[CH:26]=[CH:25][CH:24]=[CH:23][CH:22]=2)=[O:18])[C@H:14]([CH2:27]OS(C2C=CC(C)=CC=2)(=O)=O)[CH2:13]1)(C1C=CC(C)=CC=1)(=O)=O.[S-2:39].[Na+].[Na+].CCOC(C)=O, predict the reaction product. The product is: [C@H:12]12[CH2:13][C@H:14]([N:15]([C:17]([O:19][CH2:20][C:21]3[CH:22]=[CH:23][CH:24]=[CH:25][CH:26]=3)=[O:18])[CH2:16]1)[CH2:27][S:39]2. (2) The product is: [N:31]1[C:40]2[C:35](=[CH:36][CH:37]=[N:38][CH:39]=2)[C:34]([NH:41][C:17]([CH:14]2[CH2:15][CH2:16][N:11]([C:2]3[CH:3]=[CH:4][C:5]4[C:10](=[CH:9][CH:8]=[CH:7][CH:6]=4)[CH:1]=3)[CH2:12][CH2:13]2)=[O:18])=[CH:33][CH:32]=1. Given the reactants [CH:1]1[C:10]2[C:5](=[CH:6][CH:7]=[CH:8][CH:9]=2)[CH:4]=[CH:3][C:2]=1[N:11]1[CH2:16][CH2:15][CH:14]([C:17](O)=[O:18])[CH2:13][CH2:12]1.BrC1C=CC2C(=CC=CC=2)C=1.[N:31]1[C:40]2[C:35](=[CH:36][CH:37]=[N:38][CH:39]=2)[C:34]([NH2:41])=[CH:33][CH:32]=1, predict the reaction product. (3) The product is: [CH2:1]([N:8]1[CH2:9][CH2:10][N:11]([C:14]2[CH:15]=[CH:16][C:17]([NH2:20])=[CH:18][CH:19]=2)[CH2:12][CH2:13]1)[C:2]1[CH:3]=[CH:4][CH:5]=[CH:6][CH:7]=1. Given the reactants [CH2:1]([N:8]1[CH2:13][CH2:12][N:11]([C:14]2[CH:19]=[CH:18][C:17]([N+:20]([O-])=O)=[CH:16][CH:15]=2)[CH2:10][CH2:9]1)[C:2]1[CH:7]=[CH:6][CH:5]=[CH:4][CH:3]=1.C(OCC)(=O)C, predict the reaction product. (4) Given the reactants C1(P(=[CH:20][C:21]([O:23][CH3:24])=[O:22])(C2C=CC=CC=2)C2C=CC=CC=2)C=CC=CC=1.[Br:25][C:26]1[CH:33]=[CH:32][C:29]([CH:30]=O)=[C:28]([F:34])[CH:27]=1.O, predict the reaction product. The product is: [Br:25][C:26]1[CH:33]=[CH:32][C:29]([CH:30]=[CH:20][C:21]([O:23][CH3:24])=[O:22])=[C:28]([F:34])[CH:27]=1. (5) The product is: [CH3:12][NH:13][C:2]1[CH:7]=[C:6]([CH3:8])[CH:5]=[CH:4][C:3]=1[N+:9]([O-:11])=[O:10]. Given the reactants F[C:2]1[CH:7]=[C:6]([CH3:8])[CH:5]=[CH:4][C:3]=1[N+:9]([O-:11])=[O:10].[CH3:12][NH2:13].O, predict the reaction product. (6) The product is: [C:12]1([CH:11]=[C:7]([C:4]2[CH:5]=[CH:6][N:1]=[CH:2][CH:3]=2)[C:8](=[O:10])[CH3:9])[CH:17]=[CH:16][CH:15]=[CH:14][CH:13]=1. Given the reactants [N:1]1[CH:6]=[CH:5][C:4]([CH2:7][C:8](=[O:10])[CH3:9])=[CH:3][CH:2]=1.[CH:11](=O)[C:12]1[CH:17]=[CH:16][CH:15]=[CH:14][CH:13]=1.N1CCCCC1, predict the reaction product.